From a dataset of Peptide-MHC class II binding affinity with 134,281 pairs from IEDB. Regression. Given a peptide amino acid sequence and an MHC pseudo amino acid sequence, predict their binding affinity value. This is MHC class II binding data. (1) The peptide sequence is SGLVWGQKYFKGNFQ. The MHC is HLA-DQA10501-DQB10201 with pseudo-sequence HLA-DQA10501-DQB10201. The binding affinity (normalized) is 0.234. (2) The peptide sequence is EKKYFAATQTEPLAA. The MHC is HLA-DQA10401-DQB10402 with pseudo-sequence HLA-DQA10401-DQB10402. The binding affinity (normalized) is 0.382.